From a dataset of Forward reaction prediction with 1.9M reactions from USPTO patents (1976-2016). Predict the product of the given reaction. (1) Given the reactants [F:1][C:2]1[CH:27]=[CH:26][CH:25]=[CH:24][C:3]=1[CH2:4][N:5]1[C:9]2=[N:10][CH:11]=[CH:12][CH:13]=[C:8]2[C:7]([C:14]2[CH:15]=[CH:16][C:17]3[C:18]([N:23]=2)=[N:19][CH:20]=[CH:21][N:22]=3)=[N:6]1, predict the reaction product. The product is: [F:1][C:2]1[CH:27]=[CH:26][CH:25]=[CH:24][C:3]=1[CH2:4][N:5]1[C:9]2=[N:10][CH:11]=[CH:12][CH:13]=[C:8]2[C:7]([C:14]2[CH:15]=[CH:16][C:17]3[NH:22][CH2:21][CH2:20][NH:19][C:18]=3[N:23]=2)=[N:6]1. (2) Given the reactants [CH3:1][C:2]1[CH:7]=[CH:6][C:5]([C:8]2[N:12]=[C:11]([N:13]3[CH2:17][CH2:16][C@H:15]([NH2:18])[CH2:14]3)[O:10][N:9]=2)=[CH:4][CH:3]=1.CCN(C(C)C)C(C)C.Cl[C:29]1[N:34]=[CH:33][N:32]=[C:31]2[N:35](C3CCCCO3)[N:36]=[CH:37][C:30]=12, predict the reaction product. The product is: [CH3:1][C:2]1[CH:7]=[CH:6][C:5]([C:8]2[N:12]=[C:11]([N:13]3[CH2:17][CH2:16][C@H:15]([NH:18][C:29]4[N:34]=[CH:33][N:32]=[C:31]5[NH:35][N:36]=[CH:37][C:30]=45)[CH2:14]3)[O:10][N:9]=2)=[CH:4][CH:3]=1. (3) Given the reactants [CH:1]1([NH:7][C:8]2[C:12]3([CH2:17][CH2:16][N:15]([CH2:18][C:19]4[CH:24]=[CH:23][C:22](I)=[CH:21][CH:20]=4)[CH2:14][CH2:13]3)[N:11]([CH2:26][CH2:27][CH2:28][C:29]([O:31][CH3:32])=[O:30])[C:10](=[O:33])[N:9]=2)[CH2:6][CH2:5][CH2:4][CH2:3][CH2:2]1.[CH3:34][N:35](C=O)C, predict the reaction product. The product is: [C:34]([C:22]1[CH:23]=[CH:24][C:19]([CH2:18][N:15]2[CH2:16][CH2:17][C:12]3([N:11]([CH2:26][CH2:27][CH2:28][C:29]([O:31][CH3:32])=[O:30])[C:10](=[O:33])[N:9]=[C:8]3[NH:7][CH:1]3[CH2:6][CH2:5][CH2:4][CH2:3][CH2:2]3)[CH2:13][CH2:14]2)=[CH:20][CH:21]=1)#[N:35]. (4) Given the reactants C[O:2][C:3](=[O:43])[CH:4]=[C:5]([C:7]1[CH:8]=[C:9]2[C:13](=[CH:14][CH:15]=1)[N:12](S(C1C=CC=CC=1)(=O)=O)[CH:11]=[C:10]2[C:25]1[CH:30]=[C:29]([C:31]([CH3:34])([CH3:33])[CH3:32])[CH:28]=[C:27]([C:35]([CH3:38])([CH3:37])[CH3:36])[C:26]=1[O:39][CH2:40][CH2:41][CH3:42])[CH3:6].[OH-].[Na+], predict the reaction product. The product is: [C:35]([C:27]1[C:26]([O:39][CH2:40][CH2:41][CH3:42])=[C:25]([C:10]2[C:9]3[C:13](=[CH:14][CH:15]=[C:7]([C:5]([CH3:6])=[CH:4][C:3]([OH:43])=[O:2])[CH:8]=3)[NH:12][CH:11]=2)[CH:30]=[C:29]([C:31]([CH3:34])([CH3:33])[CH3:32])[CH:28]=1)([CH3:36])([CH3:37])[CH3:38]. (5) The product is: [Cl:14][C:15]1[CH:20]=[CH:19][C:18]([NH:21][C:22]([S:23][CH3:24])=[C:5]([S:2]([CH3:1])(=[O:4])=[O:3])[C:6]#[N:7])=[CH:17][CH:16]=1. Given the reactants [CH3:1][S:2]([CH2:5][C:6]#[N:7])(=[O:4])=[O:3].C(=O)([O-])[O-].[K+].[K+].[Cl:14][C:15]1[CH:20]=[CH:19][C:18]([N:21]=[C:22]=[S:23])=[CH:17][CH:16]=1.[CH3:24]I, predict the reaction product.